Dataset: Merck oncology drug combination screen with 23,052 pairs across 39 cell lines. Task: Regression. Given two drug SMILES strings and cell line genomic features, predict the synergy score measuring deviation from expected non-interaction effect. (1) Drug 1: CS(=O)(=O)CCNCc1ccc(-c2ccc3ncnc(Nc4ccc(OCc5cccc(F)c5)c(Cl)c4)c3c2)o1. Drug 2: CC(C)CC(NC(=O)C(Cc1ccccc1)NC(=O)c1cnccn1)B(O)O. Cell line: UWB1289BRCA1. Synergy scores: synergy=7.25. (2) Drug 1: N.N.O=C(O)C1(C(=O)O)CCC1.[Pt]. Drug 2: CNC(=O)c1cc(Oc2ccc(NC(=O)Nc3ccc(Cl)c(C(F)(F)F)c3)cc2)ccn1. Cell line: NCIH460. Synergy scores: synergy=-16.8.